Task: Binary Classification. Given a drug SMILES string, predict its activity (active/inactive) in a high-throughput screening assay against a specified biological target.. Dataset: Cav3 T-type calcium channel HTS with 100,875 compounds (1) The drug is Brc1ccc(C(=O)N2CCC(CC2)C(=O)NCC2OCCC2)cc1. The result is 0 (inactive). (2) The compound is s1sc(=S)c2c1C(N(c1c2ccc(c1)C)C(=O)c1occc1)(C)C. The result is 0 (inactive).